From a dataset of Forward reaction prediction with 1.9M reactions from USPTO patents (1976-2016). Predict the product of the given reaction. (1) Given the reactants O.[F-].C([N+](C)(C)C)C1C=CC=CC=1.[C:14]1([C:20]2([N:45]([CH3:47])[CH3:46])[CH2:25][CH2:24][CH:23]([CH2:26][O:27][CH2:28][C:29]3[C:37]4[C:32](=[CH:33][CH:34]=[CH:35][CH:36]=4)[NH:31][C:30]=3[Si](CC)(CC)CC)[CH2:22][CH2:21]2)[CH:19]=[CH:18][CH:17]=[CH:16][CH:15]=1, predict the reaction product. The product is: [C:14]1([C:20]2([N:45]([CH3:47])[CH3:46])[CH2:25][CH2:24][CH:23]([CH2:26][O:27][CH2:28][C:29]3[C:37]4[C:32](=[CH:33][CH:34]=[CH:35][CH:36]=4)[NH:31][CH:30]=3)[CH2:22][CH2:21]2)[CH:19]=[CH:18][CH:17]=[CH:16][CH:15]=1. (2) Given the reactants COCCO[AlH2-]OCCOC.[Na+].[CH:13]1([NH:19][C:20]2[C:25]([C:26](N(OC)C)=[O:27])=[CH:24][N:23]=[C:22]3[N:32]([CH2:35][CH3:36])[N:33]=[CH:34][C:21]=23)[CH2:18][CH2:17][CH2:16][CH2:15][CH2:14]1.C(O)(=O)CC(CC(O)=O)(C(O)=O)O, predict the reaction product. The product is: [CH:13]1([NH:19][C:20]2[C:25]([CH:26]=[O:27])=[CH:24][N:23]=[C:22]3[N:32]([CH2:35][CH3:36])[N:33]=[CH:34][C:21]=23)[CH2:14][CH2:15][CH2:16][CH2:17][CH2:18]1. (3) Given the reactants Cl.[F:2][C:3]([F:35])([F:34])[C:4]1[CH:5]=[C:6]([C@@H:14]([N:16]([CH3:33])[C:17]([C@H:19]2[CH2:24][CH2:23][NH:22][CH2:21][C@@H:20]2[C:25]2[CH:30]=[CH:29][C:28]([F:31])=[CH:27][C:26]=2[CH3:32])=[O:18])[CH3:15])[CH:7]=[C:8]([C:10]([F:13])([F:12])[F:11])[CH:9]=1.CCN(CC)CC.[CH:43]1([S:46](Cl)(=[O:48])=[O:47])[CH2:45][CH2:44]1.O, predict the reaction product. The product is: [F:35][C:3]([F:2])([F:34])[C:4]1[CH:5]=[C:6]([C@@H:14]([N:16]([CH3:33])[C:17]([C@H:19]2[CH2:24][CH2:23][N:22]([S:46]([CH:43]3[CH2:45][CH2:44]3)(=[O:48])=[O:47])[CH2:21][C@@H:20]2[C:25]2[CH:30]=[CH:29][C:28]([F:31])=[CH:27][C:26]=2[CH3:32])=[O:18])[CH3:15])[CH:7]=[C:8]([C:10]([F:12])([F:13])[F:11])[CH:9]=1. (4) Given the reactants [CH3:1][Si:2]([CH3:21])([CH3:20])[CH2:3][CH2:4][O:5][CH2:6][N:7]1[C:11]2[CH:12]=[C:13]([C:15]([O:17]CC)=[O:16])[NH:14][C:10]=2[N:9]=[CH:8]1.[Li+].[OH-], predict the reaction product. The product is: [CH3:1][Si:2]([CH3:21])([CH3:20])[CH2:3][CH2:4][O:5][CH2:6][N:7]1[C:11]2[CH:12]=[C:13]([C:15]([OH:17])=[O:16])[NH:14][C:10]=2[N:9]=[CH:8]1. (5) Given the reactants C(OC(=O)[NH:7][C:8]1[S:9][CH:10]=[C:11]([C:13](=[O:18])[N:14]([O:16][CH3:17])[CH3:15])[N:12]=1)(C)(C)C.FC(F)(F)C(O)=O, predict the reaction product. The product is: [CH3:17][O:16][N:14]([CH3:15])[C:13]([C:11]1[N:12]=[C:8]([NH2:7])[S:9][CH:10]=1)=[O:18]. (6) Given the reactants [N+:1]([C:4]1[CH:5]=[C:6]2[C:11](=[O:12])[O:10][C:8](=[O:9])[C:7]2=[CH:13][CH:14]=1)([O-:3])=[O:2].[Cl:15][C:16]1[CH:22]=[CH:21][C:19]([NH2:20])=[CH:18][CH:17]=1, predict the reaction product. The product is: [Cl:15][C:16]1[CH:22]=[CH:21][C:19]([NH:20][C:8](=[O:9])[C:7]2[C:6](=[CH:5][C:4]([N+:1]([O-:3])=[O:2])=[CH:14][CH:13]=2)[C:11]([OH:10])=[O:12])=[CH:18][CH:17]=1. (7) Given the reactants [Br:1][C:2]1[CH:10]=[CH:9][C:5]2[NH:6][CH:7]=[N:8][C:4]=2[C:3]=1[Cl:11].[O:12]1[CH:17]=[CH:16][CH2:15][CH2:14][CH2:13]1.C12(CS(O)(=O)=O)C(C)(C)C(CC1)CC2=O, predict the reaction product. The product is: [Br:1][C:2]1[CH:10]=[CH:9][C:5]2[N:6]([CH:13]3[CH2:14][CH2:15][CH2:16][CH2:17][O:12]3)[CH:7]=[N:8][C:4]=2[C:3]=1[Cl:11]. (8) Given the reactants [Cl:1][C:2]1[CH:7]=[CH:6][C:5]([Cl:8])=[CH:4][C:3]=1[C@H:9]([N:11]1[C:19](=[O:20])[NH:18][C:17]2[C:12]1=[N:13][C:14]([NH:21][CH2:22][C@@H:23]1[CH2:27][CH2:26][N:25](C(OC(C)(C)C)=O)[CH2:24]1)=[N:15][CH:16]=2)[CH3:10], predict the reaction product. The product is: [Cl:1][C:2]1[CH:7]=[CH:6][C:5]([Cl:8])=[CH:4][C:3]=1[C@H:9]([N:11]1[C:19](=[O:20])[NH:18][C:17]2[C:12]1=[N:13][C:14]([NH:21][CH2:22][C@@H:23]1[CH2:27][CH2:26][NH:25][CH2:24]1)=[N:15][CH:16]=2)[CH3:10].